This data is from Catalyst prediction with 721,799 reactions and 888 catalyst types from USPTO. The task is: Predict which catalyst facilitates the given reaction. Reactant: [CH3:1][O:2][C:3]1[CH:11]=[C:10]2[C:6]([CH2:7][CH2:8][CH:9]2O)=[CH:5][CH:4]=1.C1(C)C=CC(S(O)(=O)=O)=CC=1. Product: [CH3:1][O:2][C:3]1[CH:11]=[C:10]2[C:6](=[CH:5][CH:4]=1)[CH2:7][CH:8]=[CH:9]2. The catalyst class is: 308.